This data is from Experimentally validated miRNA-target interactions with 360,000+ pairs, plus equal number of negative samples. The task is: Binary Classification. Given a miRNA mature sequence and a target amino acid sequence, predict their likelihood of interaction. (1) The miRNA is mmu-miR-7085-3p with sequence UAGCUGGCCUCUCCCCACCUUC. The protein sequence of the target gene is MEPRLPIGAQPLAMVAGLEMKGPLREPCVLTLARRNGQYELIIQLHGKEQHVQDIIPINSHFRCVQEAEETLLIDIASNSGCKIRVQGDWTRERHFEIPDEERCLKFLSEVLEAQEAQSQLLVPEQKDSSSWYQKLDTMDKPAYSGLLGFEDNFSSLDLDKKMNTQNPRSGSHREPPPPPSSSTRMLSREKEASNKEQPKVTNTMRKLFVPNTQTGQREGLIKHILTKREKEYVNIQSFRFFVGTWNVNGQSPDSSLEPWLDCDPNPPDIYCIGFQELDLSTEAFFYFESVKEQEWSLAV.... Result: 0 (no interaction). (2) The miRNA is hsa-miR-124-3p with sequence UAAGGCACGCGGUGAAUGCCAA. The protein sequence of the target gene is MHPDLGPLCTLLYVTLTILCSSVSSDLAPYFTSEPLSAVQKLGGPVVLHCSAQPVTTRISWLHNGKTLDGNLEHVKIHQGTLTILSLNSSLLGYYQCLANNSIGAIVSGPATVSVAVLGDFGSSTKHVITAEEKSAGFIGCRVPESNPKAEVRYKIRGKWLEHSTENYLILPSGNLQILNVSLEDKGSYKCAAYNPVTHQLKVEPIGRKLLVSRPSSDDVHILHPTHSQALAVLSRSPVTLECVVSGVPAPQVYWLKDGQDIAPGSNWRRLYSHLATDSVDPADSGNYSCMAGNKSGDVK.... Result: 1 (interaction). (3) The miRNA is hsa-miR-6733-3p with sequence UCAGUGUCUGGAUUUCCUAG. The protein sequence of the target gene is MNPLFGPNLFLLQQEQQGLAGPLGDSLGGDHFAGGGDLPPAPLSPAGPAAYSPPGPGPAPPAAMALRNDLGSNINVLKTLNLRFRCFLAKVHELERRNRLLEKQLQQALEEGKQGRRGLGRRDQAVQTGFVSPIRPLGLQLGARPAAVCSPSARVLGSPARSPAGPLAPSAASLSSSSTSTSTTYSSSARFMPGTIWSFSHARRLGPGLEPTLVQGPGLSWVHPDGVGVQIDTITPEIRALYNVLAKVKRERDEYKRRWEEEYTVRIQLQDRVNELQEEAQEADACQEELALKVEQLKAE.... Result: 0 (no interaction). (4) The miRNA is bta-miR-146b with sequence UGAGAACUGAAUUCCAUAGGCUGU. The protein sequence of the target gene is MGCASAKHVATVQNEEEAQRGKSYQNGDVFGDEYRIKPVEEVKYMKNGAEEEQKIAARNQENLEKSASSNTRLKTNKEIPGLVHQPRANMHISESQQEFFRMLDEKIEKGRDYCSEEEDIT. Result: 0 (no interaction). (5) The miRNA is hsa-miR-1908-5p with sequence CGGCGGGGACGGCGAUUGGUC. The protein sequence of the target gene is MNGPADGEVDYKKKYRNLKRKLKFLIYEHECFQEELRKAQRKLLKVSRDKSFLLDRLLQYENVDEDSSDSDATASSDNSETEGTPKLSDTPAPKRKRSPPLGGAPSPSSLSLPPSTGFPLQASGVPSPYLSSLASSRYPPFPSDYLALQLPEPSPLRPKREKRPRLPRKLKMAVGPPDCPVGGPLTFPGRGSGAGVGTTLTPLPPPKMPPPTILSTVPRQMFSDAGSGDDALDGDDDLVIDIPE. Result: 1 (interaction). (6) The miRNA is hsa-miR-3978 with sequence GUGGAAAGCAUGCAUCCAGGGUGU. The protein sequence of the target gene is MPEEMDKPLISLHLVDSDSSLAKVPDEAPKVGILGSGDFARSLATRLVGSGFKVVVGSRNPKRTARLFPSAAQVTFQEEAVSSPEVIFVAVFREHYSSLCSLSDQLAGKILVDVSNPTEQEHLQHRESNAEYLASLFPTCTVVKAFNVISAWTLQAGPRDGNRQVPICGDQPEAKRAVSEMALAMGFMPVDMGSLASAWEVEAMPLRLLPAWKVPTLLALGLFVCFYAYNFVRDVLQPYVQESQNKFFKLPVSVVNTTLPCVAYVLLSLVYLPGVLAAALQLRRGTKYQRFPDWLDHWLQ.... Result: 1 (interaction). (7) The miRNA is hsa-miR-3667-3p with sequence ACCUUCCUCUCCAUGGGUCUUU. The protein sequence of the target gene is MASRAGPRAAGTDGSDFQHRERVAMHYQMSVTLKYEIKKLIYVHLVIWLLLVAKMSVGHLRLLSHDQVAMPYQWEYPYLLSILPSLLGLLSFPRNNISYLVLSMISMGLFSIAPLIYGSMEMFPAAQQLYRHGKAYRFLFGFSAVSIMYLVLVLAVQVHAWQLYYSKKLLDSWFTSTQEKKHK. Result: 1 (interaction). (8) The miRNA is hsa-miR-1260b with sequence AUCCCACCACUGCCACCAU. The protein sequence of the target gene is MKFLSARDFHPVAFLGLMLVTTTAFPTSQVRRGDFTEDTTPNRPVYTTSQVGGLITHVLWEIVEMRKELCNGNSDCMNNDDALAENNLKLPEIQRNDGCYQTGYNQEICLLKISSGLLEYHSYLEYMKNNLKDNKKDKARVLQRDTETLIHIFNQEVKDLHKIVLPTPISNALLTDKLESQKEWLRTKTIQFILKSLEEFLKVTLRSTRQT. Result: 0 (no interaction).